This data is from Full USPTO retrosynthesis dataset with 1.9M reactions from patents (1976-2016). The task is: Predict the reactants needed to synthesize the given product. (1) Given the product [CH:22]1([C:12]2[CH:13]=[C:14]([CH:16]3[CH2:17][CH2:18][CH2:19][CH2:20][CH2:21]3)[CH:15]=[C:7]([CH:1]3[CH2:6][CH2:5][CH2:4][CH2:3][CH2:2]3)[C:8]=2[C:9]([O-:11])=[O:10])[CH2:27][CH2:26][CH2:25][CH2:24][CH2:23]1.[C:48]1([S+:41]([C:35]2[CH:36]=[CH:37][CH:38]=[CH:39][CH:40]=2)[C:42]2[CH:47]=[CH:46][CH:45]=[CH:44][CH:43]=2)[CH:49]=[CH:50][CH:51]=[CH:52][CH:53]=1, predict the reactants needed to synthesize it. The reactants are: [CH:1]1([C:7]2[CH:15]=[C:14]([CH:16]3[CH2:21][CH2:20][CH2:19][CH2:18][CH2:17]3)[CH:13]=[C:12]([CH:22]3[CH2:27][CH2:26][CH2:25][CH2:24][CH2:23]3)[C:8]=2[C:9]([O-:11])=[O:10])[CH2:6][CH2:5][CH2:4][CH2:3][CH2:2]1.[Na+].COS([O-])(=O)=O.[C:35]1([S+:41]([C:48]2[CH:53]=[CH:52][CH:51]=[CH:50][CH:49]=2)[C:42]2[CH:47]=[CH:46][CH:45]=[CH:44][CH:43]=2)[CH:40]=[CH:39][CH:38]=[CH:37][CH:36]=1.C(C(C)=O)(C)C.C(O)CCCC. (2) Given the product [NH2:43][C:36]1[C:37]2[C:42](=[CH:41][CH:40]=[CH:39][CH:38]=2)[C:33]([O:32][C:30]2[CH:29]=[CH:28][N:27]=[C:26]([NH:25][C:12]3[CH:13]=[CH:14][C:15]([O:16][CH2:17][CH2:18][N:19]4[CH2:24][CH2:23][O:22][CH2:21][CH2:20]4)=[C:10]([CH:11]=3)[C:8]#[N:9])[CH:31]=2)=[CH:34][CH:35]=1, predict the reactants needed to synthesize it. The reactants are: C(O)(C(F)(F)F)=O.[C:8]([C:10]1[CH:11]=[C:12]([NH:25][C:26]2[CH:31]=[C:30]([O:32][C:33]3[C:42]4[C:37](=[CH:38][CH:39]=[CH:40][CH:41]=4)[C:36]([NH:43]C(=O)OC(C)(C)C)=[CH:35][CH:34]=3)[CH:29]=[CH:28][N:27]=2)[CH:13]=[CH:14][C:15]=1[O:16][CH2:17][CH2:18][N:19]1[CH2:24][CH2:23][O:22][CH2:21][CH2:20]1)#[N:9]. (3) Given the product [CH:1]([C:4]1[CH:5]=[CH:6][C:7]([CH2:10][C:11]([NH:13][CH:14]([C:15]2[N:19]([CH3:26])[N:18]=[N:17][N:16]=2)[C:20]2[CH:25]=[CH:24][CH:23]=[CH:22][CH:21]=2)=[O:12])=[CH:8][CH:9]=1)([CH3:3])[CH3:2], predict the reactants needed to synthesize it. The reactants are: [CH:1]([C:4]1[CH:9]=[CH:8][C:7]([CH2:10][C:11]([NH:13][CH:14]([C:20]2[CH:25]=[CH:24][CH:23]=[CH:22][CH:21]=2)[C:15]2[NH:19][N:18]=[N:17][N:16]=2)=[O:12])=[CH:6][CH:5]=1)([CH3:3])[CH3:2].[C:26]([O-])([O-])=O.[K+].[K+].CI. (4) Given the product [CH:1]([CH:2]=[CH2:3])=[O:4].[C:1]([OH:5])(=[O:4])[CH:2]=[CH2:3], predict the reactants needed to synthesize it. The reactants are: [C:1]([OH:5])(=[O:4])[CH:2]=[CH2:3].C(C=C)=O. (5) Given the product [Cl:10][C:11]1[CH:12]=[C:13]([N:14]=[C:6]=[S:7])[CH:15]=[CH:16][C:17]=1[N+:18]([O-:20])=[O:19], predict the reactants needed to synthesize it. The reactants are: C(=O)([O-])[O-].[Ca+2].[C:6](Cl)(Cl)=[S:7].[Cl:10][C:11]1[CH:12]=[C:13]([CH:15]=[CH:16][C:17]=1[N+:18]([O-:20])=[O:19])[NH2:14].Cl. (6) Given the product [CH3:12][O:11][C:7]1[CH:6]=[C:5]([C:13](=[O:15])/[CH:14]=[CH:33]/[C:31]2[NH:30][N:29]=[C:28]([C:20]3[CH:19]=[C:18]([O:17][CH3:16])[C:23]([O:24][CH3:25])=[C:22]([O:26][CH3:27])[CH:21]=3)[CH:32]=2)[CH:4]=[C:3]([O:2][CH3:1])[C:8]=1[O:9][CH3:10], predict the reactants needed to synthesize it. The reactants are: [CH3:1][O:2][C:3]1[CH:4]=[C:5]([C:13](=[O:15])[CH3:14])[CH:6]=[C:7]([O:11][CH3:12])[C:8]=1[O:9][CH3:10].[CH3:16][O:17][C:18]1[CH:19]=[C:20]([C:28]2[CH:32]=[C:31]([CH:33]=O)[NH:30][N:29]=2)[CH:21]=[C:22]([O:26][CH3:27])[C:23]=1[O:24][CH3:25].[OH-].[Na+]. (7) The reactants are: C([O:3][C:4](=[O:25])/[CH:5]=[CH:6]/[C:7]([N:9]1[C:14]2[CH:15]=[CH:16][CH:17]=[C:18]([CH:19]([CH3:21])[CH3:20])[C:13]=2[O:12][CH:11]([CH:22]([CH3:24])[CH3:23])[CH2:10]1)=[O:8])C.[OH-].[Na+]. Given the product [CH:22]([CH:11]1[CH2:10][N:9]([C:7](=[O:8])/[CH:6]=[CH:5]/[C:4]([OH:25])=[O:3])[C:14]2[CH:15]=[CH:16][CH:17]=[C:18]([CH:19]([CH3:21])[CH3:20])[C:13]=2[O:12]1)([CH3:24])[CH3:23], predict the reactants needed to synthesize it. (8) Given the product [Br:15][CH:9]1[CH2:8][CH2:7][C:6]2[NH:5][N:4]=[C:3]([C:2]([F:1])([F:13])[F:14])[C:11]=2[C:10]1=[O:12], predict the reactants needed to synthesize it. The reactants are: [F:1][C:2]([F:14])([F:13])[C:3]1[C:11]2[C:10](=[O:12])[CH2:9][CH2:8][CH2:7][C:6]=2[NH:5][N:4]=1.[Br-:15].[Li+].